From a dataset of Catalyst prediction with 721,799 reactions and 888 catalyst types from USPTO. Predict which catalyst facilitates the given reaction. (1) Reactant: [NH2:1][C@H:2]1[CH2:7][CH2:6][C@H:5]([CH2:8][NH:9][C:10]2[C:15]([C:16]#[N:17])=[CH:14][N:13]=[C:12]([NH:18][CH2:19][C:20]3[CH:25]=[CH:24][CH:23]=[CH:22][C:21]=3[O:26][C:27]([F:30])([F:29])[F:28])[N:11]=2)[CH2:4][CH2:3]1.Br[CH2:32][CH2:33][CH2:34]Br.CCN(C(C)C)C(C)C. Product: [N:1]1([C@H:2]2[CH2:3][CH2:4][C@H:5]([CH2:8][NH:9][C:10]3[C:15]([C:16]#[N:17])=[CH:14][N:13]=[C:12]([NH:18][CH2:19][C:20]4[CH:25]=[CH:24][CH:23]=[CH:22][C:21]=4[O:26][C:27]([F:29])([F:30])[F:28])[N:11]=3)[CH2:6][CH2:7]2)[CH2:34][CH2:33][CH2:32]1. The catalyst class is: 31. (2) Reactant: [F:1][C:2]1[CH:38]=[C:37]([F:39])[CH:36]=[CH:35][C:3]=1[CH2:4][N:5]([CH2:26][CH2:27][CH2:28][CH2:29][CH2:30][CH2:31][CH2:32][CH2:33][CH3:34])[C:6](=[O:25])[CH2:7][O:8][C:9]1[CH:14]=[CH:13][C:12]([CH2:15][C@H:16]([O:22][CH2:23][CH3:24])[C:17]([O:19]CC)=[O:18])=[CH:11][CH:10]=1.[Li+].[OH-]. Product: [F:1][C:2]1[CH:38]=[C:37]([F:39])[CH:36]=[CH:35][C:3]=1[CH2:4][N:5]([CH2:26][CH2:27][CH2:28][CH2:29][CH2:30][CH2:31][CH2:32][CH2:33][CH3:34])[C:6](=[O:25])[CH2:7][O:8][C:9]1[CH:14]=[CH:13][C:12]([CH2:15][C@H:16]([O:22][CH2:23][CH3:24])[C:17]([OH:19])=[O:18])=[CH:11][CH:10]=1. The catalyst class is: 1. (3) Reactant: Br[C:2]1[CH:3]=[C:4]([C:10]2[O:14][N:13]=[C:12]([C:15]3[CH:16]=[C:17]4[C:21](=[CH:22][CH:23]=3)[N:20]([CH2:24][CH2:25][C:26]([O:28][CH2:29][CH3:30])=[O:27])[CH:19]=[C:18]4[Cl:31])[N:11]=2)[CH:5]=[CH:6][C:7]=1[O:8][CH3:9].[C:32]1(B(O)O)[CH:37]=[CH:36][CH:35]=[CH:34][CH:33]=1.C(=O)([O-])[O-].[Na+].[Na+]. Product: [Cl:31][C:18]1[C:17]2[C:21](=[CH:22][CH:23]=[C:15]([C:12]3[N:11]=[C:10]([C:4]4[CH:3]=[C:2]([C:32]5[CH:37]=[CH:36][CH:35]=[CH:34][CH:33]=5)[C:7]([O:8][CH3:9])=[CH:6][CH:5]=4)[O:14][N:13]=3)[CH:16]=2)[N:20]([CH2:24][CH2:25][C:26]([O:28][CH2:29][CH3:30])=[O:27])[CH:19]=1. The catalyst class is: 104. (4) Reactant: [C:1](/[N:4]=[CH:5]/[N:6]([CH3:8])[CH3:7])(=[S:3])[NH2:2].[C:9](Cl)([C:22]1[CH:27]=[CH:26][CH:25]=[CH:24][CH:23]=1)([C:16]1[CH:21]=[CH:20][CH:19]=[CH:18][CH:17]=1)[C:10]1[CH:15]=[CH:14][CH:13]=[CH:12][CH:11]=1. Product: [CH3:7][N:6]([CH3:8])/[CH:5]=[N:4]/[C:1](=[S:3])[NH:2][C:9]([C:10]1[CH:15]=[CH:14][CH:13]=[CH:12][CH:11]=1)([C:22]1[CH:23]=[CH:24][CH:25]=[CH:26][CH:27]=1)[C:16]1[CH:17]=[CH:18][CH:19]=[CH:20][CH:21]=1. The catalyst class is: 4. (5) Reactant: N1C2C(=CC=CC=2)C=C1.[CH2:10]([O:12][C:13]([C:15]1[C:23]2[C:18](=[CH:19][CH:20]=[C:21]([CH2:24][C:25]([O:27]CC)=[O:26])[CH:22]=2)[NH:17][CH:16]=1)=[O:14])[CH3:11].[OH-].[K+]. Product: [CH2:10]([O:12][C:13]([C:15]1[C:23]2[C:18](=[CH:19][CH:20]=[C:21]([CH2:24][C:25]([OH:27])=[O:26])[CH:22]=2)[NH:17][CH:16]=1)=[O:14])[CH3:11]. The catalyst class is: 167. (6) Reactant: Br[CH2:2][CH2:3][OH:4].[CH3:5][O:6][C:7]1[CH:8]=[C:9]2[C:14](=[CH:15][C:16]=1[OH:17])[N:13]=[CH:12][CH:11]=[C:10]2[O:18][C:19]1[C:20]([CH3:29])=[N:21][C:22]2[C:27]([CH:28]=1)=[CH:26][CH:25]=[CH:24][CH:23]=2.C(=O)([O-])[O-].[K+].[K+].O. Product: [CH3:5][O:6][C:7]1[CH:8]=[C:9]2[C:14](=[CH:15][C:16]=1[O:17][CH2:2][CH2:3][OH:4])[N:13]=[CH:12][CH:11]=[C:10]2[O:18][C:19]1[C:20]([CH3:29])=[N:21][C:22]2[C:27]([CH:28]=1)=[CH:26][CH:25]=[CH:24][CH:23]=2. The catalyst class is: 9. (7) Reactant: [CH3:1][N:2]([CH2:4][CH2:5][CH2:6][O:7][C:8]1[CH:13]=[CH:12][C:11]([N+:14]([O-])=O)=[CH:10][CH:9]=1)[CH3:3]. Product: [CH3:1][N:2]([CH2:4][CH2:5][CH2:6][O:7][C:8]1[CH:9]=[CH:10][C:11]([NH2:14])=[CH:12][CH:13]=1)[CH3:3]. The catalyst class is: 29. (8) Product: [Br:1][C:2]1[CH:7]=[CH:6][CH:5]=[CH:4][C:3]=1[S:8][C:10]([CH3:16])([CH3:18])[C:11]([O:13][CH2:14][CH3:15])=[O:12]. The catalyst class is: 3. Reactant: [Br:1][C:2]1[CH:7]=[CH:6][CH:5]=[CH:4][C:3]=1[SH:8].Br[CH:10]([CH2:16]C)[C:11]([O:13][CH2:14][CH3:15])=[O:12].[C:18]([O-])([O-])=O.[K+].[K+].C(OCC)(=O)C.